This data is from Catalyst prediction with 721,799 reactions and 888 catalyst types from USPTO. The task is: Predict which catalyst facilitates the given reaction. Reactant: [Br:1][C:2]1[NH:6][C:5]([C:7]([O:9][CH2:10]C)=[O:8])=[CH:4][CH:3]=1.Br[CH2:13][C:14]([C:16]1[CH:21]=[CH:20][C:19]([O:22][CH3:23])=[CH:18][CH:17]=1)=[O:15].C(=O)([O-])[O-].[K+].[K+]. Product: [CH3:10][O:9][C:7]([C:5]1[N:6]([CH2:13][C:14]([C:16]2[CH:21]=[CH:20][C:19]([O:22][CH3:23])=[CH:18][CH:17]=2)=[O:15])[C:2]([Br:1])=[CH:3][CH:4]=1)=[O:8]. The catalyst class is: 9.